From a dataset of Peptide-MHC class II binding affinity with 134,281 pairs from IEDB. Regression. Given a peptide amino acid sequence and an MHC pseudo amino acid sequence, predict their binding affinity value. This is MHC class II binding data. (1) The peptide sequence is FETNVSHNVQGATVA. The MHC is HLA-DQA10104-DQB10503 with pseudo-sequence HLA-DQA10104-DQB10503. The binding affinity (normalized) is 0.175. (2) The peptide sequence is SQDEELSWNLNGLQAY. The MHC is HLA-DQA10301-DQB10302 with pseudo-sequence HLA-DQA10301-DQB10302. The binding affinity (normalized) is 0.336. (3) The binding affinity (normalized) is 0.880. The peptide sequence is EKKYFAATYFEPLAA. The MHC is HLA-DPA10201-DPB11401 with pseudo-sequence HLA-DPA10201-DPB11401. (4) The peptide sequence is RSPISNMVSMANNHM. The MHC is DRB1_1602 with pseudo-sequence DRB1_1602. The binding affinity (normalized) is 0.474. (5) The peptide sequence is KLKFNSVIVNPSLNG. The binding affinity (normalized) is 0.611. The MHC is DRB4_0101 with pseudo-sequence DRB4_0103. (6) The peptide sequence is GGTVIRNPLSRNSTH. The MHC is HLA-DQA10601-DQB10402 with pseudo-sequence HLA-DQA10601-DQB10402. The binding affinity (normalized) is 0. (7) The peptide sequence is LQSLGADIASEQAVL. The MHC is DRB1_0701 with pseudo-sequence DRB1_0701. The binding affinity (normalized) is 0.288.